From a dataset of NCI-60 drug combinations with 297,098 pairs across 59 cell lines. Regression. Given two drug SMILES strings and cell line genomic features, predict the synergy score measuring deviation from expected non-interaction effect. (1) Drug 1: C#CCC(CC1=CN=C2C(=N1)C(=NC(=N2)N)N)C3=CC=C(C=C3)C(=O)NC(CCC(=O)O)C(=O)O. Drug 2: CCN(CC)CCCC(C)NC1=C2C=C(C=CC2=NC3=C1C=CC(=C3)Cl)OC. Cell line: HCT116. Synergy scores: CSS=73.5, Synergy_ZIP=1.49, Synergy_Bliss=1.25, Synergy_Loewe=-14.7, Synergy_HSA=0.188. (2) Drug 1: CC1=CC=C(C=C1)C2=CC(=NN2C3=CC=C(C=C3)S(=O)(=O)N)C(F)(F)F. Drug 2: C1C(C(OC1N2C=NC3=C(N=C(N=C32)Cl)N)CO)O. Cell line: MDA-MB-231. Synergy scores: CSS=34.8, Synergy_ZIP=-4.45, Synergy_Bliss=-4.25, Synergy_Loewe=-12.5, Synergy_HSA=-0.601. (3) Drug 1: C(CCl)NC(=O)N(CCCl)N=O. Drug 2: CC1C(C(CC(O1)OC2CC(CC3=C2C(=C4C(=C3O)C(=O)C5=C(C4=O)C(=CC=C5)OC)O)(C(=O)CO)O)N)O.Cl. Cell line: OVCAR-5. Synergy scores: CSS=26.7, Synergy_ZIP=6.17, Synergy_Bliss=1.11, Synergy_Loewe=-35.9, Synergy_HSA=-1.06.